Dataset: Full USPTO retrosynthesis dataset with 1.9M reactions from patents (1976-2016). Task: Predict the reactants needed to synthesize the given product. The reactants are: Br[C:2]1[CH:3]=[C:4]2[C:9](=[CH:10][CH:11]=1)[C:8]([CH3:13])([CH3:12])[C:7](=[O:14])[C:6]([C:15]([NH:17][CH2:18][C:19]([O:21][C:22]([CH3:25])([CH3:24])[CH3:23])=[O:20])=[O:16])=[C:5]2[OH:26].[N:27]1[CH:32]=[CH:31][CH:30]=[C:29](B(O)O)[CH:28]=1.C([O-])([O-])=O.[Na+].[Na+]. Given the product [OH:26][C:5]1[C:4]2[C:9](=[CH:10][CH:11]=[C:2]([C:29]3[CH:28]=[N:27][CH:32]=[CH:31][CH:30]=3)[CH:3]=2)[C:8]([CH3:13])([CH3:12])[C:7](=[O:14])[C:6]=1[C:15]([NH:17][CH2:18][C:19]([O:21][C:22]([CH3:25])([CH3:24])[CH3:23])=[O:20])=[O:16], predict the reactants needed to synthesize it.